From a dataset of Reaction yield outcomes from USPTO patents with 853,638 reactions. Predict the reaction yield, written as a fraction of the theoretical maximum amount of product (1.0 means a 100% yield; for example, 0.34 means a 34% yield). (1) The reactants are [NH3:1].[O:2]1[C:12]2[C:7](=[CH:8][CH:9]=[C:10]([O:13][CH2:14][CH2:15][CH:16]3[O:18][CH2:17]3)[CH:11]=2)[CH:6]=[CH:5][C:3]1=[O:4]. The catalyst is C(O)C. The product is [NH2:1][CH2:17][CH:16]([OH:18])[CH2:15][CH2:14][O:13][C:10]1[CH:11]=[C:12]2[C:7]([CH:6]=[CH:5][C:3](=[O:4])[O:2]2)=[CH:8][CH:9]=1. The yield is 0.500. (2) The reactants are [CH2:1]=[C:2]([CH3:4])[CH3:3].[N+:5]([C:8]1[CH:9]=[C:10](/[CH:14]=[N:15]/[C:16]2[CH:23]=[CH:22][C:19]([C:20]#[N:21])=[CH:18][CH:17]=2)[CH:11]=[CH:12][CH:13]=1)([O-:7])=[O:6]. The catalyst is C(#N)C.B(F)(F)F.CCOCC. The product is [CH3:1][C:2]1([CH3:4])[C:17]2[C:16](=[CH:23][CH:22]=[C:19]([C:20]#[N:21])[CH:18]=2)[NH:15][CH:14]([C:10]2[CH:11]=[CH:12][CH:13]=[C:8]([N+:5]([O-:7])=[O:6])[CH:9]=2)[CH2:3]1. The yield is 0.278. (3) The reactants are N=C=N.[CH3:4][N:5]([C:9]1[S:13][CH:12]=[N:11][CH:10]=1)[CH2:6][CH2:7][NH2:8].[Cl:14][C:15]1[CH:16]=[C:17]([C:21]#[C:22][C:23](O)=[O:24])[CH:18]=[CH:19][CH:20]=1. The catalyst is C(Cl)Cl. The product is [Cl:14][C:15]1[CH:16]=[C:17]([C:21]#[C:22][C:23]([NH:8][CH2:7][CH2:6][N:5]([CH3:4])[C:9]2[S:13][CH:12]=[N:11][CH:10]=2)=[O:24])[CH:18]=[CH:19][CH:20]=1. The yield is 0.210. (4) The reactants are C([Li])CCC.C(NC(C)C)(C)C.C([N-]C(C)C)(C)C.[Li+].[C:21]([O:24][C:25]([CH3:28])([CH3:27])[CH3:26])(=[O:23])[CH3:22].[OH:29][C@@H:30]1[CH2:35][O:34][C:32](=[O:33])[CH2:31]1.Cl. The catalyst is CCCCCC.C1COCC1.C(OCC)C. The product is [C:25]([O:24][C:21](=[O:23])[CH2:22][C:32](=[O:33])[CH2:31][C@H:30]([OH:29])[CH2:35][OH:34])([CH3:28])([CH3:27])[CH3:26]. The yield is 0.710.